This data is from Reaction yield outcomes from USPTO patents with 853,638 reactions. The task is: Predict the reaction yield, written as a fraction of the theoretical maximum amount of product (1.0 means a 100% yield; for example, 0.34 means a 34% yield). The reactants are [Cl:1][C:2]1[CH:3]=[C:4]([CH:9]=[C:10]([OH:13])[C:11]=1[OH:12])[C:5]([O:7][CH3:8])=[O:6].I[CH:15]1[CH2:19][CH2:18][CH2:17][CH2:16]1.C(=O)([O-])[O-].[K+].[K+]. The catalyst is CN(C=O)C. The product is [Cl:1][C:2]1[CH:3]=[C:4]([CH:9]=[C:10]([O:13][CH:15]2[CH2:19][CH2:18][CH2:17][CH2:16]2)[C:11]=1[O:12][CH:15]1[CH2:19][CH2:18][CH2:17][CH2:16]1)[C:5]([O:7][CH3:8])=[O:6]. The yield is 0.850.